This data is from Forward reaction prediction with 1.9M reactions from USPTO patents (1976-2016). The task is: Predict the product of the given reaction. (1) Given the reactants C(OC([N:8]1[CH2:11][CH:10]([C:12]2[C:21]([C:22]3[CH:23]=[C:24]([CH3:28])[CH:25]=[CH:26][CH:27]=3)=[N:20][C:19]3[C:14](=[CH:15][CH:16]=[CH:17][CH:18]=3)[N:13]=2)[CH2:9]1)=O)(C)(C)C.[ClH:29].CO, predict the reaction product. The product is: [ClH:29].[NH:8]1[CH2:11][CH:10]([C:12]2[C:21]([C:22]3[CH:23]=[C:24]([CH3:28])[CH:25]=[CH:26][CH:27]=3)=[N:20][C:19]3[C:14](=[CH:15][CH:16]=[CH:17][CH:18]=3)[N:13]=2)[CH2:9]1. (2) Given the reactants [CH2:1]([O:3][C:4]([C:6]1[C:7]2[O:14][C:13]([C:15](=[O:19])[N:16]([CH3:18])[CH3:17])=[C:12]([NH:20][C:21]3[CH:26]=[CH:25][C:24]([Si](C)(C)C)=[CH:23][C:22]=3[F:31])[C:8]=2[CH:9]=[N:10][CH:11]=1)=[O:5])[CH3:2].[I:32]Cl.S([O-])([O-])(=O)=S.[Na+].[Na+], predict the reaction product. The product is: [CH2:1]([O:3][C:4]([C:6]1[C:7]2[O:14][C:13]([C:15](=[O:19])[N:16]([CH3:18])[CH3:17])=[C:12]([NH:20][C:21]3[CH:26]=[CH:25][C:24]([I:32])=[CH:23][C:22]=3[F:31])[C:8]=2[CH:9]=[N:10][CH:11]=1)=[O:5])[CH3:2].